From a dataset of Reaction yield outcomes from USPTO patents with 853,638 reactions. Predict the reaction yield, written as a fraction of the theoretical maximum amount of product (1.0 means a 100% yield; for example, 0.34 means a 34% yield). (1) The reactants are [Cl:1][C:2]1[C:11]([CH3:12])=[C:10]([CH2:13]O)[C:9]2[C:4](=[CH:5][CH:6]=[CH:7][CH:8]=2)[N:3]=1.C(N(CC)CC)C.CS(Cl)(=O)=O.[CH3:27][N:28]([C@@H:36]([CH3:60])[C:37]([NH:39][C@H:40]1[C@H:46]([CH3:47])[N:45]([C:48](=[O:54])[CH2:49][S:50]([CH3:53])(=[O:52])=[O:51])[C:44]2[CH:55]=[CH:56][CH:57]=[CH:58][C:43]=2[NH:42][C:41]1=[O:59])=[O:38])[C:29](=[O:35])[O:30][C:31]([CH3:34])([CH3:33])[CH3:32].C(=O)([O-])[O-].[Cs+].[Cs+].[I-].[Na+]. The catalyst is C(Cl)Cl.CN(C=O)C.CCOC(C)=O. The product is [Cl:1][C:2]1[C:11]([CH3:12])=[C:10]([CH2:13][N:42]2[C:41](=[O:59])[C@@H:40]([NH:39][C:37](=[O:38])[C@@H:36]([N:28]([CH3:27])[C:29](=[O:35])[O:30][C:31]([CH3:34])([CH3:32])[CH3:33])[CH3:60])[C@H:46]([CH3:47])[N:45]([C:48](=[O:54])[CH2:49][S:50]([CH3:53])(=[O:52])=[O:51])[C:44]3[CH:55]=[CH:56][CH:57]=[CH:58][C:43]2=3)[C:9]2[C:4](=[CH:5][CH:6]=[CH:7][CH:8]=2)[N:3]=1. The yield is 0.450. (2) The reactants are [CH3:1][O:2][C:3]1[CH:4]=[C:5]2[C:10](=[CH:11][C:12]=1[O:13][CH2:14][CH:15]1[CH2:20][CH2:19][N:18](C(OC(C)(C)C)=O)[CH2:17][CH2:16]1)[N:9]=[CH:8][N:7]([CH2:28][O:29][C:30](=[O:35])[C:31]([CH3:34])([CH3:33])[CH3:32])[C:6]2=O.Cl.CCOCC. The catalyst is C(Cl)Cl.C(O)(C)C. The product is [CH3:1][O:2][C:3]1[CH:4]=[C:5]2[C:10](=[CH:11][C:12]=1[O:13][CH2:14][CH:15]1[CH2:20][CH2:19][NH:18][CH2:17][CH2:16]1)[N:9]=[CH:8][N:7]([CH2:28][O:29][C:30](=[O:35])[C:31]([CH3:33])([CH3:32])[CH3:34])[CH2:6]2. The yield is 1.00. (3) The reactants are Cl[C:2]1[CH:11]=[CH:10][C:5]([C:6]([O:8][CH3:9])=[O:7])=[CH:4][CH:3]=1.[CH2:12]([Mg]Cl)[CH2:13][CH2:14][CH2:15][CH2:16][CH2:17][CH2:18][CH2:19][CH2:20][CH2:21][CH2:22][CH2:23][CH2:24][CH3:25]. The catalyst is C1COCC1.CN1C(=O)CCC1. The product is [CH2:25]([C:2]1[CH:11]=[CH:10][C:5]([C:6]([O:8][CH3:9])=[O:7])=[CH:4][CH:3]=1)[CH2:24][CH2:23][CH2:22][CH2:21][CH2:20][CH2:19][CH2:18][CH2:17][CH2:16][CH2:15][CH2:14][CH2:13][CH3:12]. The yield is 0.920. (4) The reactants are Cl[C:2]1[N:10]=[C:9]2[C:5]([N:6]=[CH:7][NH:8]2)=[C:4]([N:11]2[CH2:16][CH2:15][O:14][CH2:13][CH2:12]2)[N:3]=1.[CH3:17][O:18][C:19]1[CH:20]=[C:21]([CH2:27][CH2:28][NH2:29])[CH:22]=[CH:23][C:24]=1[O:25][CH3:26]. The catalyst is CO. The product is [CH3:17][O:18][C:19]1[CH:20]=[C:21]([CH2:27][CH2:28][NH:29][C:2]2[N:10]=[C:9]3[C:5]([N:6]=[CH:7][NH:8]3)=[C:4]([N:11]3[CH2:16][CH2:15][O:14][CH2:13][CH2:12]3)[N:3]=2)[CH:22]=[CH:23][C:24]=1[O:25][CH3:26]. The yield is 7.40. (5) The reactants are [Br:1][C:2]1[N:7]=[C:6]([NH2:8])[CH:5]=[CH:4][CH:3]=1.[H-].[Na+].CS(O[CH2:16][CH:17]1[CH2:22][O:21][CH2:20][C:19]([CH3:24])([CH3:23])[O:18]1)(=O)=O. The catalyst is CN(C=O)C.CCOC(C)=O. The product is [Br:1][C:2]1[N:7]=[C:6]([NH:8][CH2:16][CH:17]2[CH2:22][O:21][CH2:20][C:19]([CH3:24])([CH3:23])[O:18]2)[CH:5]=[CH:4][CH:3]=1. The yield is 0.390. (6) The reactants are [NH2:1][C:2]1[CH:3]=[C:4]([CH:8]=[CH:9][CH:10]=1)[C:5]([OH:7])=[O:6].[OH-].[Na+].[C:13](Cl)(=[O:20])[C:14]1[CH:19]=[CH:18][CH:17]=[CH:16][CH:15]=1.Cl. The catalyst is O. The product is [C:13]([NH:1][C:2]1[CH:3]=[C:4]([CH:8]=[CH:9][CH:10]=1)[C:5]([OH:7])=[O:6])(=[O:20])[C:14]1[CH:19]=[CH:18][CH:17]=[CH:16][CH:15]=1. The yield is 0.800.